Predict the reactants needed to synthesize the given product. From a dataset of Full USPTO retrosynthesis dataset with 1.9M reactions from patents (1976-2016). (1) Given the product [C:39]([NH:38][C@H:37]([C:36]([N:32]1[CH2:33][CH2:34][CH2:35][C@H:31]1[C:30]([NH:29][CH2:28][C:27]([NH:26][C@H:25]([C:24]([NH:23][CH2:22][C:21]([NH:20][C@H:19]([C:18]([N:14]1[CH2:15][CH2:16][CH2:17][C@H:13]1[C:12]([NH:11][CH2:10][C:9]([NH:8][C@H:7]([C:6]([NH:5][CH2:4][C:3]([OH:70])=[O:2])=[O:69])[CH:66]([CH3:68])[CH3:67])=[O:65])=[O:64])=[O:63])[CH:60]([CH3:62])[CH3:61])=[O:59])=[O:58])[CH:55]([CH3:57])[CH3:56])=[O:54])=[O:53])=[O:52])[CH:49]([CH3:50])[CH3:51])([O:41][CH2:42][C:43]1[CH:48]=[CH:47][CH:46]=[CH:45][CH:44]=1)=[O:40], predict the reactants needed to synthesize it. The reactants are: C[O:2][C:3](=[O:70])[CH2:4][NH:5][C:6](=[O:69])[C@H:7]([CH:66]([CH3:68])[CH3:67])[NH:8][C:9](=[O:65])[CH2:10][NH:11][C:12](=[O:64])[C@@H:13]1[CH2:17][CH2:16][CH2:15][N:14]1[C:18](=[O:63])[C@H:19]([CH:60]([CH3:62])[CH3:61])[NH:20][C:21](=[O:59])[CH2:22][NH:23][C:24](=[O:58])[C@H:25]([CH:55]([CH3:57])[CH3:56])[NH:26][C:27](=[O:54])[CH2:28][NH:29][C:30](=[O:53])[C@@H:31]1[CH2:35][CH2:34][CH2:33][N:32]1[C:36](=[O:52])[C@H:37]([CH:49]([CH3:51])[CH3:50])[NH:38][C:39]([O:41][CH2:42][C:43]1[CH:48]=[CH:47][CH:46]=[CH:45][CH:44]=1)=[O:40].[Li+].[OH-].Cl. (2) Given the product [CH2:8]([O:7][C:6]([N:5]([CH2:4][C:3]1[CH:17]=[C:18]([N+:21]([O-:23])=[O:22])[CH:19]=[CH:20][C:2]=1[CH:39]([C:40]([O:42][CH2:43][CH3:44])=[O:41])[C:38]([O:46][CH2:47][CH3:48])=[O:45])[CH3:16])=[O:15])[C:9]1[CH:14]=[CH:13][CH:12]=[CH:11][CH:10]=1, predict the reactants needed to synthesize it. The reactants are: Br[C:2]1[CH:20]=[CH:19][C:18]([N+:21]([O-:23])=[O:22])=[CH:17][C:3]=1[CH2:4][N:5]([CH3:16])[C:6](=[O:15])[O:7][CH2:8][C:9]1[CH:14]=[CH:13][CH:12]=[CH:11][CH:10]=1.N1CCC[C@H]1C(O)=O.C(=O)([O-])[O-].[Cs+].[Cs+].[C:38]([O:46][CH2:47][CH3:48])(=[O:45])[CH2:39][C:40]([O:42][CH2:43][CH3:44])=[O:41].